From a dataset of Catalyst prediction with 721,799 reactions and 888 catalyst types from USPTO. Predict which catalyst facilitates the given reaction. (1) Reactant: [CH3:1][C:2]([C:4]1[CH:9]=[CH:8][C:7]([I:10])=[CH:6][CH:5]=1)=O.Cl.[CH3:12][O:13][NH2:14].C(N(CC)CC)C. Product: [CH3:12][O:13][N:14]=[C:2]([C:4]1[CH:9]=[CH:8][C:7]([I:10])=[CH:6][CH:5]=1)[CH3:1]. The catalyst class is: 5. (2) Reactant: CC[N:3](C1C=CC=CC=1)CC.[C:12]1([CH3:22])[CH:17]=[CH:16][C:15]([S:18](Cl)(=[O:20])=[O:19])=[CH:14][CH:13]=1. Product: [CH3:22][C:12]1[CH:17]=[CH:16][C:15]([S:18]([NH2:3])(=[O:20])=[O:19])=[CH:14][CH:13]=1. The catalyst class is: 1. (3) Reactant: [CH2:1]([O:8][C:9]1[CH:14]=[C:13]([N:15]([CH2:20][CH2:21][CH2:22][CH3:23])[CH2:16][CH2:17][CH2:18][CH3:19])[CH:12]=[CH:11][C:10]=1[CH:24]=[CH:25][C:26]1[S:30][C:29]([CH:31]=O)=[CH:28][CH:27]=1)[C:2]1[CH:7]=[CH:6][CH:5]=[CH:4][CH:3]=1.[C:33]([C:35]1[C:36](=[C:46]([C:49]#[N:50])[C:47]#[N:48])[O:37][C:38]([CH3:45])([C:41]([F:44])([F:43])[F:42])[C:39]=1[CH3:40])#[N:34]. Product: [CH2:1]([O:8][C:9]1[CH:14]=[C:13]([N:15]([CH2:20][CH2:21][CH2:22][CH3:23])[CH2:16][CH2:17][CH2:18][CH3:19])[CH:12]=[CH:11][C:10]=1[CH:24]=[CH:25][C:26]1[S:30][C:29]([CH:31]=[CH:40][C:39]2[C:38]([CH3:45])([C:41]([F:44])([F:42])[F:43])[O:37][C:36](=[C:46]([C:47]#[N:48])[C:49]#[N:50])[C:35]=2[C:33]#[N:34])=[CH:28][CH:27]=1)[C:2]1[CH:3]=[CH:4][CH:5]=[CH:6][CH:7]=1. The catalyst class is: 199. (4) Reactant: [C:1]([O:4]CC)(=[O:3])[CH3:2].[Cl:7][C:8]1[CH:13]=[CH:12][CH:11]=[CH:10][C:9]=1[C:14]1[CH:15]=[C:16]([NH2:19])[NH:17][N:18]=1.[C:20](=[NH:25])(OCC)[CH3:21]. Product: [C:1]([OH:4])(=[O:3])[CH3:2].[Cl:7][C:8]1[CH:13]=[CH:12][CH:11]=[CH:10][C:9]=1[C:14]1[CH:15]=[C:16]([NH:19][C:20](=[NH:25])[CH3:21])[NH:17][N:18]=1. The catalyst class is: 15. (5) Product: [F:22][C:13]1[CH:14]=[CH:15][C:16]([C:18]([F:21])([F:20])[F:19])=[CH:17][C:12]=1[C:4]1[CH:3]=[C:2]([NH:23][C:24]2[CH:29]=[CH:28][N:27]=[CH:26][N:25]=2)[C:11]2[C:6](=[N:7][CH:8]=[CH:9][CH:10]=2)[N:5]=1. Reactant: Cl[C:2]1[C:11]2[C:6](=[N:7][CH:8]=[CH:9][CH:10]=2)[N:5]=[C:4]([C:12]2[CH:17]=[C:16]([C:18]([F:21])([F:20])[F:19])[CH:15]=[CH:14][C:13]=2[F:22])[CH:3]=1.[NH2:23][C:24]1[CH:29]=[CH:28][N:27]=[CH:26][N:25]=1.C(=O)([O-])[O-].[Cs+].[Cs+].CC1(C)C2C=CC=C(P(C3C=CC=CC=3)C3C=CC=CC=3)C=2OC2C1=CC=CC=2P(C1C=CC=CC=1)C1C=CC=CC=1. The catalyst class is: 62. (6) Reactant: [CH:1]([C:3]1[CH:11]=[CH:10][CH:9]=[CH:8][C:4]=1[C:5]([OH:7])=[O:6])=[O:2].[CH3:12][C:13](=[CH:15][CH2:16][CH2:17]/[C:18](=[CH:20]/[CH2:21]O)/[CH3:19])[CH3:14].C1CCC(N=C=NC2CCCCC2)CC1. Product: [CH:1]([C:3]1[CH:11]=[CH:10][CH:9]=[CH:8][C:4]=1[C:5]([O:7][CH2:21]/[CH:20]=[C:18](\[CH3:19])/[CH2:17][CH2:16][CH:15]=[C:13]([CH3:14])[CH3:12])=[O:6])=[O:2]. The catalyst class is: 166. (7) Reactant: [CH3:1][O:2][CH2:3][CH2:4][N:5]1[C:13]2[C:8](=[C:9]([C:14]([F:17])([F:16])[F:15])[CH:10]=[CH:11][CH:12]=2)[C:7]([C:18]([OH:20])=O)=[CH:6]1.[F:21][C:22]1([F:30])[CH2:27][CH2:26][CH:25]([CH2:28][NH2:29])[CH2:24][CH2:23]1.C1C=CC2N(O)N=NC=2C=1.CCN=C=NCCCN(C)C.CCN(CC)CC. Product: [F:21][C:22]1([F:30])[CH2:27][CH2:26][CH:25]([CH2:28][NH:29][C:18]([C:7]2[C:8]3[C:13](=[CH:12][CH:11]=[CH:10][C:9]=3[C:14]([F:17])([F:16])[F:15])[N:5]([CH2:4][CH2:3][O:2][CH3:1])[CH:6]=2)=[O:20])[CH2:24][CH2:23]1. The catalyst class is: 31.